This data is from Reaction yield outcomes from USPTO patents with 853,638 reactions. The task is: Predict the reaction yield, written as a fraction of the theoretical maximum amount of product (1.0 means a 100% yield; for example, 0.34 means a 34% yield). (1) The reactants are [H-].[Na+].F[C:4]1[CH:9]=[CH:8][C:7]([N+:10]([O-:12])=[O:11])=[CH:6][CH:5]=1.[F:13][C:14]1[CH:19]=[CH:18][CH:17]=[C:16]([F:20])[C:15]=1[OH:21]. The catalyst is CN(C)C=O.O. The product is [F:13][C:14]1[CH:19]=[CH:18][CH:17]=[C:16]([F:20])[C:15]=1[O:21][C:4]1[CH:9]=[CH:8][C:7]([N+:10]([O-:12])=[O:11])=[CH:6][CH:5]=1. The yield is 0.800. (2) The reactants are [NH2:1][C:2]1[C:7]([Br:8])=[CH:6][C:5]([CH3:9])=[CH:4][N:3]=1.[H-].[Na+].[CH2:12]([N:19]1[CH:24]=[C:23]([Cl:25])[N:22]=[C:21](Cl)[C:20]1=[O:27])[C:13]1[CH:18]=[CH:17][CH:16]=[CH:15][CH:14]=1. The catalyst is C1COCC1. The product is [CH2:12]([N:19]1[CH:24]=[C:23]([Cl:25])[N:22]=[C:21]([NH:1][C:2]2[C:7]([Br:8])=[CH:6][C:5]([CH3:9])=[CH:4][N:3]=2)[C:20]1=[O:27])[C:13]1[CH:18]=[CH:17][CH:16]=[CH:15][CH:14]=1. The yield is 0.400. (3) The reactants are [C:1]([O:5][C:6]([C:8]1[C:9]([C:28](O)=[O:29])=[N:10][C:11]([C:21]2[CH:26]=[CH:25][C:24]([Cl:27])=[CH:23][CH:22]=2)=[C:12]([C:14]2[CH:19]=[CH:18][C:17]([Cl:20])=[CH:16][CH:15]=2)[N:13]=1)=[O:7])([CH3:4])([CH3:3])[CH3:2].C(N1C=CN=C1)(N1C=CN=C1)=O.[N:43]1([NH2:49])[CH2:48][CH2:47][CH2:46][CH2:45][CH2:44]1. The catalyst is C1COCC1. The product is [Cl:27][C:24]1[CH:23]=[CH:22][C:21]([C:11]2[N:10]=[C:9]([C:28]([NH:49][N:43]3[CH2:48][CH2:47][CH2:46][CH2:45][CH2:44]3)=[O:29])[C:8]([C:6]([O:5][C:1]([CH3:2])([CH3:4])[CH3:3])=[O:7])=[N:13][C:12]=2[C:14]2[CH:19]=[CH:18][C:17]([Cl:20])=[CH:16][CH:15]=2)=[CH:26][CH:25]=1. The yield is 0.380. (4) The reactants are [Br:1][C:2]1[CH:3]=[C:4]([CH2:12][OH:13])[CH:5]=[CH:6][C:7]=1[C:8]([F:11])([F:10])[F:9].[Si:14](Cl)([C:17]([CH3:20])([CH3:19])[CH3:18])([CH3:16])[CH3:15].N12CCCN=C1CCCCC2.CCOCC. The catalyst is C(Cl)Cl. The product is [Br:1][C:2]1[CH:3]=[C:4]([CH:5]=[CH:6][C:7]=1[C:8]([F:10])([F:11])[F:9])[CH2:12][O:13][Si:14]([C:17]([CH3:20])([CH3:19])[CH3:18])([CH3:16])[CH3:15]. The yield is 0.930. (5) The reactants are [CH3:1][O:2][C:3](=[O:18])[C@@H:4]1[C@H:9]([OH:10])[CH2:8][CH2:7][CH2:6][N:5]1[C:11]([O:13][C:14]([CH3:17])([CH3:16])[CH3:15])=[O:12].CCN(C(C)C)C(C)C.[Si:28](Cl)([C:31]([CH3:34])([CH3:33])[CH3:32])([CH3:30])[CH3:29]. The catalyst is C(Cl)Cl.CN(C1C=CN=CC=1)C. The product is [CH3:1][O:2][C:3](=[O:18])[C@@H:4]1[C@H:9]([O:10][Si:28]([C:31]([CH3:34])([CH3:33])[CH3:32])([CH3:30])[CH3:29])[CH2:8][CH2:7][CH2:6][N:5]1[C:11]([O:13][C:14]([CH3:15])([CH3:17])[CH3:16])=[O:12]. The yield is 0.810. (6) The reactants are [CH3:1][CH:2]1[CH2:7][CH:6](O)[CH:5]=[C:4]([C:9]2[CH:14]=[CH:13][N:12]=[CH:11][C:10]=2[N+:15]([O-:17])=[O:16])[CH2:3]1.CC1C=CC(S(O)(=O)=O)=CC=1.CCOC(C)=O. The catalyst is O1CCOCC1. The product is [CH3:1][CH:2]1[CH2:3][C:4]([C:9]2[CH:14]=[CH:13][N:12]=[CH:11][C:10]=2[N+:15]([O-:17])=[O:16])=[CH:5][CH:6]=[CH:7]1. The yield is 0.680. (7) The yield is 0.830. The product is [CH3:1][C:2]1[O:3][C:4]2[CH:10]=[C:9]([NH2:11])[CH:8]=[CH:7][C:5]=2[N:6]=1. The catalyst is CC(O)=O.[Fe]. The reactants are [CH3:1][C:2]1[O:3][C:4]2[CH:10]=[C:9]([N+:11]([O-])=O)[CH:8]=[CH:7][C:5]=2[N:6]=1. (8) The reactants are Br[Zn][CH2:3][C:4]([O:6][CH2:7][CH3:8])=[O:5].[Cl:9][C:10]1[C:11](=[O:18])[C:12]([Cl:17])=[CH:13][C:14](=[O:16])[CH:15]=1.Cl.C(OCC)(=O)C. The catalyst is C1COCC1. The product is [Cl:9][C:10]1[C:11](=[O:18])[C:12]([Cl:17])=[CH:13][C:14]([CH2:3][C:4]([O:6][CH2:7][CH3:8])=[O:5])([OH:16])[CH:15]=1. The yield is 0.740.